Dataset: Forward reaction prediction with 1.9M reactions from USPTO patents (1976-2016). Task: Predict the product of the given reaction. Given the reactants Cl.[S:2](=[O:32])(=[O:31])([O:4][CH2:5][C@@H:6]1[CH2:10][C@@H:9]([N:11]2[C:15]3[N:16]=[CH:17][N:18]=[C:19]([NH:20][C@@H:21]4[C:29]5[C:24](=[CH:25][CH:26]=[CH:27][CH:28]=5)[CH2:23][CH2:22]4)[C:14]=3[CH:13]=[CH:12]2)[CH2:8][C@@H:7]1[OH:30])[NH2:3], predict the reaction product. The product is: [S:2](=[O:32])(=[O:31])([O:4][CH2:5][C@@H:6]1[CH2:10][C@@H:9]([N:11]2[C:15]3[N:16]=[CH:17][N:18]=[C:19]([NH:20][C@@H:21]4[C:29]5[C:24](=[CH:25][CH:26]=[CH:27][CH:28]=5)[CH2:23][CH2:22]4)[C:14]=3[CH:13]=[CH:12]2)[CH2:8][C@@H:7]1[OH:30])[NH2:3].